From a dataset of Catalyst prediction with 721,799 reactions and 888 catalyst types from USPTO. Predict which catalyst facilitates the given reaction. (1) Product: [C:12]([C:16]1[CH:17]=[C:18]([CH:22]=[CH:23][N:24]=1)[C:19]([NH:1][C:2]1[CH:3]=[CH:4][C:5]([CH3:11])=[C:6]([B:8]2[O:10][C:33]([CH3:38])([CH3:34])[C:25]([CH3:26])([CH3:39])[O:9]2)[CH:7]=1)=[O:21])([CH3:13])([CH3:14])[CH3:15]. The catalyst class is: 161. Reactant: [NH2:1][C:2]1[CH:3]=[CH:4][C:5]([CH3:11])=[C:6]([B:8]([OH:10])[OH:9])[CH:7]=1.[C:12]([C:16]1[CH:17]=[C:18]([CH:22]=[CH:23][N:24]=1)[C:19]([OH:21])=O)([CH3:15])([CH3:14])[CH3:13].[CH2:25](Cl)[CH2:26]Cl.ON1[C:34]2N=CC=[CH:38][C:33]=2N=N1.[CH3:39]N(C=O)C. (2) Reactant: [F:1][CH:2]([F:32])[N:3]1[CH:7]=[C:6]([S:8]([N:11]2[CH2:20][C@H:19]([CH2:21][OH:22])[CH2:18][C:17]3[N:16]=[CH:15][C:14]([NH:23][C:24](=[O:30])[O:25][C:26]([CH3:29])([CH3:28])[CH3:27])=[CH:13][C:12]2=3)(=[O:10])=[O:9])[C:5]([CH3:31])=[N:4]1.C(N(CC)CC)C.[CH3:40][S:41](O[S:41]([CH3:40])(=[O:43])=[O:42])(=[O:43])=[O:42]. Product: [CH3:40][S:41]([O:22][CH2:21][C@@H:19]1[CH2:18][C:17]2[C:12](=[CH:13][C:14]([NH:23][C:24]([O:25][C:26]([CH3:28])([CH3:29])[CH3:27])=[O:30])=[CH:15][N:16]=2)[N:11]([S:8]([C:6]2[C:5]([CH3:31])=[N:4][N:3]([CH:2]([F:1])[F:32])[CH:7]=2)(=[O:9])=[O:10])[CH2:20]1)(=[O:43])=[O:42]. The catalyst class is: 4.